From a dataset of Merck oncology drug combination screen with 23,052 pairs across 39 cell lines. Regression. Given two drug SMILES strings and cell line genomic features, predict the synergy score measuring deviation from expected non-interaction effect. (1) Drug 1: O=C(CCCCCCC(=O)Nc1ccccc1)NO. Drug 2: CCC1(O)C(=O)OCc2c1cc1n(c2=O)Cc2cc3c(CN(C)C)c(O)ccc3nc2-1. Cell line: NCIH23. Synergy scores: synergy=-1.03. (2) Drug 1: CCN(CC)CCNC(=O)c1c(C)[nH]c(C=C2C(=O)Nc3ccc(F)cc32)c1C. Drug 2: CCc1c2c(nc3ccc(O)cc13)-c1cc3c(c(=O)n1C2)COC(=O)C3(O)CC. Cell line: NCIH1650. Synergy scores: synergy=16.1. (3) Drug 1: CCc1c2c(nc3ccc(O)cc13)-c1cc3c(c(=O)n1C2)COC(=O)C3(O)CC. Drug 2: CNC(=O)c1cc(Oc2ccc(NC(=O)Nc3ccc(Cl)c(C(F)(F)F)c3)cc2)ccn1. Cell line: NCIH2122. Synergy scores: synergy=3.59. (4) Drug 1: O=S1(=O)NC2(CN1CC(F)(F)F)C1CCC2Cc2cc(C=CCN3CCC(C(F)(F)F)CC3)ccc2C1. Drug 2: Cn1cc(-c2cnn3c(N)c(Br)c(C4CCCNC4)nc23)cn1. Cell line: ES2. Synergy scores: synergy=5.71. (5) Drug 1: O=S1(=O)NC2(CN1CC(F)(F)F)C1CCC2Cc2cc(C=CCN3CCC(C(F)(F)F)CC3)ccc2C1. Drug 2: CN(C)C(=N)N=C(N)N. Cell line: CAOV3. Synergy scores: synergy=7.06. (6) Drug 1: COC12C(COC(N)=O)C3=C(C(=O)C(C)=C(N)C3=O)N1CC1NC12. Drug 2: CCN(CC)CCNC(=O)c1c(C)[nH]c(C=C2C(=O)Nc3ccc(F)cc32)c1C. Cell line: EFM192B. Synergy scores: synergy=1.31. (7) Synergy scores: synergy=28.7. Cell line: VCAP. Drug 1: O=C(CCCCCCC(=O)Nc1ccccc1)NO. Drug 2: Cn1c(=O)n(-c2ccc(C(C)(C)C#N)cc2)c2c3cc(-c4cnc5ccccc5c4)ccc3ncc21. (8) Drug 1: O=S1(=O)NC2(CN1CC(F)(F)F)C1CCC2Cc2cc(C=CCN3CCC(C(F)(F)F)CC3)ccc2C1. Drug 2: O=c1[nH]cc(F)c(=O)[nH]1. Cell line: ES2. Synergy scores: synergy=1.15.